Dataset: Catalyst prediction with 721,799 reactions and 888 catalyst types from USPTO. Task: Predict which catalyst facilitates the given reaction. Reactant: I[C:2]1[CH:3]=[C:4]2[C:9](=[CH:10][CH:11]=1)[N:8]=[CH:7][CH:6]=[CH:5]2.[Li+].[Cl-].[CH2:14]([O:16][C:17](=[O:23])[C:18](OCC)=[O:19])[CH3:15]. Product: [O:19]=[C:18]([C:2]1[CH:3]=[C:4]2[C:9](=[CH:10][CH:11]=1)[N:8]=[CH:7][CH:6]=[CH:5]2)[C:17]([O:16][CH2:14][CH3:15])=[O:23]. The catalyst class is: 1.